This data is from Catalyst prediction with 721,799 reactions and 888 catalyst types from USPTO. The task is: Predict which catalyst facilitates the given reaction. (1) Reactant: [CH3:1][O:2][C:3]1[CH:4]=[C:5]2[C:8](=[CH:9][C:10]=1[O:11][CH3:12])[C@@H:7]([CH2:13][NH2:14])[CH2:6]2.[C:15]1(=O)[CH2:19][CH2:18][CH2:17][CH2:16]1.C(O[BH-](OC(=O)C)OC(=O)C)(=O)C.[Na+].C(O)(=O)C.[OH-].[Na+]. Product: [CH3:1][O:2][C:3]1[CH:4]=[C:5]2[C:8](=[CH:9][C:10]=1[O:11][CH3:12])[C@@H:7]([CH2:13][NH:14][CH:15]1[CH2:19][CH2:18][CH2:17][CH2:16]1)[CH2:6]2. The catalyst class is: 4. (2) Reactant: [CH:1]([OH:3])=O.C(OC(=O)C)(=O)C.[N:11]1[C:16]2[NH:17][C:18]3[C:23]([C:15]=2[CH:14]=[CH:13][CH:12]=1)=[CH:22][C:21]([NH2:24])=[CH:20][CH:19]=3. Product: [N:11]1[C:16]2[NH:17][C:18]3[C:23]([C:15]=2[CH:14]=[CH:13][CH:12]=1)=[CH:22][C:21]([NH:24][CH:1]=[O:3])=[CH:20][CH:19]=3. The catalyst class is: 12. (3) Reactant: C(OC(=O)[NH:7][C@@H:8]([CH2:26][C@H:27]([CH2:31][C:32]1[CH:37]=[CH:36][C:35]([O:38][CH3:39])=[C:34]([O:40][CH2:41][CH2:42][CH2:43][O:44][CH3:45])[CH:33]=1)[CH:28]([CH3:30])[CH3:29])[C@@H:9]([OH:25])[CH2:10][C@H:11]([C:15](=[O:24])[NH:16][CH2:17][C:18]([C:21](=[O:23])[NH2:22])([CH3:20])[CH3:19])[CH:12]([CH3:14])[CH3:13])(C)(C)C.C(=O)(O)[O-].[Na+]. Product: [NH2:7][C@@H:8]([CH2:26][C@H:27]([CH2:31][C:32]1[CH:37]=[CH:36][C:35]([O:38][CH3:39])=[C:34]([O:40][CH2:41][CH2:42][CH2:43][O:44][CH3:45])[CH:33]=1)[CH:28]([CH3:29])[CH3:30])[C@@H:9]([OH:25])[CH2:10][C@@H:11]([CH:12]([CH3:13])[CH3:14])[C:15]([NH:16][CH2:17][C:18]([C:21](=[O:23])[NH2:22])([CH3:20])[CH3:19])=[O:24]. The catalyst class is: 89. (4) Reactant: [CH2:1]([O:3][C:4]1[CH:40]=[CH:39][C:7]2[CH2:8][CH2:9][CH2:10][CH:11]([N:13](C(OC(C)(C)C)=O)[CH2:14][C@H:15]([O:24][Si](CC)(CC)CC)[CH2:16][O:17][C:18]3[CH:23]=[CH:22][CH:21]=[CH:20][CH:19]=3)[CH2:12][C:6]=2[CH:5]=1)[CH3:2].[ClH:41]. Product: [ClH:41].[CH2:1]([O:3][C:4]1[CH:40]=[CH:39][C:7]2[CH2:8][CH2:9][CH2:10][CH:11]([NH:13][CH2:14][C@H:15]([OH:24])[CH2:16][O:17][C:18]3[CH:23]=[CH:22][CH:21]=[CH:20][CH:19]=3)[CH2:12][C:6]=2[CH:5]=1)[CH3:2]. The catalyst class is: 5. (5) Reactant: [F:1][C:2]1[CH:7]=[CH:6][CH:5]=[CH:4][C:3]=1[N:8]([CH2:31][CH2:32][C:33]([O:35][CH2:36][CH3:37])=[O:34])[C:9]([C:11]1[CH:30]=[CH:29][C:14]2[N:15]([CH3:28])[C:16]([CH2:18][NH:19][C:20]3[CH:25]=[CH:24][C:23]([C:26]#[N:27])=[CH:22][CH:21]=3)=[N:17][C:13]=2[CH:12]=1)=[O:10].[ClH:38].C(O)C.C(=O)([O-])[O-].[NH4+:46].[NH4+]. Product: [ClH:38].[F:1][C:2]1[CH:7]=[CH:6][CH:5]=[CH:4][C:3]=1[N:8]([CH2:31][CH2:32][C:33]([O:35][CH2:36][CH3:37])=[O:34])[C:9]([C:11]1[CH:30]=[CH:29][C:14]2[N:15]([CH3:28])[C:16]([CH2:18][NH:19][C:20]3[CH:25]=[CH:24][C:23]([C:26](=[NH:46])[NH2:27])=[CH:22][CH:21]=3)=[N:17][C:13]=2[CH:12]=1)=[O:10]. The catalyst class is: 429. (6) Reactant: [CH3:1][O:2][C:3]1[CH:8]=[C:7]([O:9][CH3:10])[CH:6]=[C:5]([O:11][CH3:12])[CH:4]=1.[Br:13]Br.O. Product: [Br:13][C:4]1[C:5]([O:11][CH3:12])=[CH:6][C:7]([O:9][CH3:10])=[CH:8][C:3]=1[O:2][CH3:1]. The catalyst class is: 4.